This data is from Catalyst prediction with 721,799 reactions and 888 catalyst types from USPTO. The task is: Predict which catalyst facilitates the given reaction. (1) Reactant: CS(C)=O.C(Cl)(=O)C(Cl)=O.[N:11]1[CH:16]=[CH:15][CH:14]=[CH:13][C:12]=1[CH2:17][CH2:18][CH2:19][OH:20].C(N(CC)CC)C. Product: [N:11]1[CH:16]=[CH:15][CH:14]=[CH:13][C:12]=1[CH2:17][CH2:18][CH:19]=[O:20]. The catalyst class is: 232. (2) Reactant: O.NN.[CH3:4][O:5][C:6]1[C:7]([CH2:29][N:30]2C(=O)C3C(=CC=CC=3)C2=O)=[C:8]2[C:13](=[C:14]3[CH2:18][C:17]([CH3:20])([CH3:19])[O:16][C:15]=13)[C:12]([C:21]1[CH:26]=[CH:25][CH:24]=[CH:23][CH:22]=1)=[N:11][C:10]([CH3:28])([CH3:27])[CH2:9]2.C(OC(C)C)(C)C. Product: [CH3:4][O:5][C:6]1[C:15]2[O:16][C:17]([CH3:20])([CH3:19])[CH2:18][C:14]=2[C:13]2[C:12]([C:21]3[CH:26]=[CH:25][CH:24]=[CH:23][CH:22]=3)=[N:11][C:10]([CH3:28])([CH3:27])[CH2:9][C:8]=2[C:7]=1[CH2:29][NH2:30]. The catalyst class is: 8. (3) Reactant: [C:1](#[N:3])[CH3:2].[Li]CCCC.[Cl:9][C:10]1[C:24]([Cl:25])=[CH:23][C:13]2[NH:14][C:15]([C:17](=[O:22])[C:18]([F:21])([F:20])[F:19])=[N:16][C:12]=2[CH:11]=1. Product: [Cl:25][C:24]1[C:10]([Cl:9])=[CH:11][C:12]2[NH:16][C:15]([C:17]([OH:22])([C:18]([F:21])([F:19])[F:20])[CH2:2][C:1]#[N:3])=[N:14][C:13]=2[CH:23]=1. The catalyst class is: 1. (4) Reactant: Cl.[CH2:2]([NH:4][C:5]1[CH:6]=[N:7][O:8][C:9]=1[CH3:10])[CH3:3].[F:11][C:12]([F:23])([F:22])[C:13](O[C:13](=[O:14])[C:12]([F:23])([F:22])[F:11])=[O:14]. Product: [CH2:2]([N:4]([C:5]1[CH:6]=[N:7][O:8][C:9]=1[CH3:10])[C:13](=[O:14])[C:12]([F:23])([F:22])[F:11])[CH3:3]. The catalyst class is: 17.